This data is from Full USPTO retrosynthesis dataset with 1.9M reactions from patents (1976-2016). The task is: Predict the reactants needed to synthesize the given product. (1) Given the product [F:30][C:26]1[CH:25]=[CH:24][C:23]([C:2]2[C:7]([C:8]3[CH:9]=[CH:10][N:11]4[N:14]=[CH:15][C:16]([C:17]([O:19][CH2:20][CH3:21])=[O:18])=[C:12]4[N:13]=3)=[CH:6][CH:5]=[CH:4][N:3]=2)=[N:28][C:27]=1[CH3:29], predict the reactants needed to synthesize it. The reactants are: Cl[C:2]1[C:7]([C:8]2[N:13]=[CH:12][N:11]3[N:14]=[CH:15][C:16]([C:17]([O:19][CH2:20][CH3:21])=[O:18])=[C:10]3[CH:9]=2)=[CH:6][CH:5]=[CH:4][N:3]=1.Br[C:23]1[N:28]=[C:27]([CH3:29])[C:26]([F:30])=[CH:25][CH:24]=1. (2) Given the product [CH3:19][C:17]1[N:16]([C:20]2[CH:25]=[CH:24][CH:23]=[CH:22][CH:21]=2)[C:15]([C:26]2[CH:31]=[CH:30][CH:29]=[CH:28][CH:27]=2)=[C:14]([C:12]([N:11]2[CH2:10][CH2:9][N:8]([C:32]([O:34][C:35]([CH3:38])([CH3:37])[CH3:36])=[O:33])[CH2:7][C@H:6]2[CH2:5][N:4]2[CH2:44][CH2:43][O:1][CH2:2][C:3]2=[O:48])=[O:13])[CH:18]=1, predict the reactants needed to synthesize it. The reactants are: [OH:1][CH2:2][CH2:3][NH:4][CH2:5][C@H:6]1[N:11]([C:12]([C:14]2[CH:18]=[C:17]([CH3:19])[N:16]([C:20]3[CH:25]=[CH:24][CH:23]=[CH:22][CH:21]=3)[C:15]=2[C:26]2[CH:31]=[CH:30][CH:29]=[CH:28][CH:27]=2)=[O:13])[CH2:10][CH2:9][N:8]([C:32]([O:34][C:35]([CH3:38])([CH3:37])[CH3:36])=[O:33])[CH2:7]1.N1[CH:44]=[CH:43]C=CC=1.ClCC(Cl)=[O:48].C(=O)(O)[O-].[Na+]. (3) Given the product [C:4]1([CH2:3][CH2:2][CH2:1][O:10][CH2:15][CH:13]([OH:14])[CH2:12][OH:11])[CH:9]=[CH:8][CH:7]=[CH:6][CH:5]=1, predict the reactants needed to synthesize it. The reactants are: [CH:1](=[O:10])/[CH:2]=[CH:3]/[C:4]1[CH:9]=[CH:8][CH:7]=[CH:6][CH:5]=1.[OH:11][CH2:12][CH:13]([CH2:15]O)[OH:14].C1(CCCCC(O)CO)C=CC=CC=1.C1(CCCCC(O)CO)CCCCC1.